Predict which catalyst facilitates the given reaction. From a dataset of Catalyst prediction with 721,799 reactions and 888 catalyst types from USPTO. (1) Reactant: [OH:1][CH2:2][C:3]1[CH:8]=[C:7]([O:9][CH3:10])[CH:6]=[C:5]([N:11]=[N:12][C:13]2[CH:18]=[CH:17][CH:16]=[CH:15][C:14]=2[N+:19]([O-])=O)[C:4]=1[OH:22].[OH-].[Na+].C(S(O)=O)(N)=N.Cl. Product: [N:12]1[N:11]([C:5]2[CH:6]=[C:7]([O:9][CH3:10])[CH:8]=[C:3]([CH2:2][OH:1])[C:4]=2[OH:22])[N:19]=[C:14]2[CH:15]=[CH:16][CH:17]=[CH:18][C:13]=12. The catalyst class is: 97. (2) Reactant: [CH:1]1([N:4]2[C:9](=[O:10])[C:8]3[C:11]([OH:18])=[C:12]([CH3:17])[C:13](=[O:16])[N:14]([CH3:15])[C:7]=3[N:6]([C:19]3[CH:24]=[CH:23][C:22]([I:25])=[CH:21][C:20]=3[F:26])[C:5]2=[O:27])[CH2:3][CH2:2]1.C(N(CC)CC)C.Cl.CN(C)C.[S:40](Cl)([C:43]1[CH:49]=[CH:48][C:46]([CH3:47])=[CH:45][CH:44]=1)(=[O:42])=[O:41]. Product: [CH:1]1([N:4]2[C:9](=[O:10])[C:8]3[C:11]([O:18][S:40]([C:43]4[CH:49]=[CH:48][C:46]([CH3:47])=[CH:45][CH:44]=4)(=[O:42])=[O:41])=[C:12]([CH3:17])[C:13](=[O:16])[N:14]([CH3:15])[C:7]=3[N:6]([C:19]3[CH:24]=[CH:23][C:22]([I:25])=[CH:21][C:20]=3[F:26])[C:5]2=[O:27])[CH2:3][CH2:2]1. The catalyst class is: 382. (3) The catalyst class is: 3. Product: [CH3:1][S:2][C:3]1[N:8]=[CH:7][C:6]2=[C:9]([O:12][CH2:20][O:19][CH2:18][CH2:17][Si:16]([CH3:23])([CH3:22])[CH3:15])[CH:10]=[CH:11][N:5]2[N:4]=1. Reactant: [CH3:1][S:2][C:3]1[N:8]=[CH:7][C:6]2=[C:9]([OH:12])[CH:10]=[CH:11][N:5]2[N:4]=1.[H-].[Na+].[CH3:15][Si:16]([CH3:23])([CH3:22])[CH2:17][CH2:18][O:19][CH2:20]Cl. (4) Reactant: [CH3:1][C:2]1[CH:16]=[CH:15][C:5]([CH:6](O)[C:7]2[CH:12]=[CH:11][C:10]([CH3:13])=[CH:9][CH:8]=2)=[CH:4][CH:3]=1.S(=O)(=O)(O)O.[CH:22]([OH:24])=[O:23].[OH-].[K+]. Product: [CH3:1][C:2]1[CH:16]=[CH:15][C:5]([CH:6]([C:7]2[CH:12]=[CH:11][C:10]([CH3:13])=[CH:9][CH:8]=2)[C:22]([OH:24])=[O:23])=[CH:4][CH:3]=1. The catalyst class is: 6. (5) Reactant: [Cl-].O[NH3+:3].[C:4](=[O:7])([O-])[OH:5].[Na+].CS(C)=O.[CH3:13][C:14]1[N:15]([C:39]2[CH:44]=[CH:43][C:42]([O:45][C:46]([F:49])([F:48])[F:47])=[CH:41][CH:40]=2)[C:16](=[O:38])[C:17]([CH2:23][C:24]2[CH:29]=[CH:28][C:27]([C:30]3[C:31]([C:36]#[N:37])=[CH:32][CH:33]=[CH:34][CH:35]=3)=[CH:26][CH:25]=2)=[C:18]([CH2:20][CH2:21][CH3:22])[N:19]=1. Product: [CH3:13][C:14]1[N:15]([C:39]2[CH:40]=[CH:41][C:42]([O:45][C:46]([F:49])([F:47])[F:48])=[CH:43][CH:44]=2)[C:16](=[O:38])[C:17]([CH2:23][C:24]2[CH:25]=[CH:26][C:27]([C:30]3[CH:35]=[CH:34][CH:33]=[CH:32][C:31]=3[C:36]3[NH:3][C:4](=[O:7])[O:5][N:37]=3)=[CH:28][CH:29]=2)=[C:18]([CH2:20][CH2:21][CH3:22])[N:19]=1. The catalyst class is: 69. (6) Reactant: Br[C:2]1[CH:7]=[C:6]([C:8]([OH:10])=[O:9])[CH:5]=[CH:4][N:3]=1.[NH:11]1[CH2:16][CH2:15][CH:14]([N:17]2[C:25]3[C:20](=[N:21][CH:22]=[CH:23][CH:24]=3)[NH:19][C:18]2=[O:26])[CH2:13][CH2:12]1.N. The catalyst class is: 6. Product: [O:26]=[C:18]1[NH:19][C:20]2=[N:21][CH:22]=[CH:23][CH:24]=[C:25]2[N:17]1[CH:14]1[CH2:15][CH2:16][N:11]([C:2]2[CH:7]=[C:6]([C:8]([OH:10])=[O:9])[CH:5]=[CH:4][N:3]=2)[CH2:12][CH2:13]1. (7) Reactant: [NH:1]([C:14]([O:16][CH2:17][C:18]1[CH:23]=[CH:22][CH:21]=[CH:20][CH:19]=1)=[O:15])[CH2:2][C:3]([NH:5][CH2:6][C:7]([NH:9][CH2:10][C:11]([OH:13])=O)=[O:8])=[O:4].[C:24]([O:28][C:29](=[O:33])[CH2:30][CH2:31][NH2:32])([CH3:27])([CH3:26])[CH3:25].OC1C2N=NNC=2C=CC=1.Cl.CN(C)CCCN=C=NCC. Product: [NH:1]([C:14]([O:16][CH2:17][C:18]1[CH:23]=[CH:22][CH:21]=[CH:20][CH:19]=1)=[O:15])[CH2:2][C:3]([NH:5][CH2:6][C:7]([NH:9][CH2:10][C:11]([NH:32][CH2:31][CH2:30][C:29]([O:28][C:24]([CH3:27])([CH3:26])[CH3:25])=[O:33])=[O:13])=[O:8])=[O:4]. The catalyst class is: 9. (8) Product: [N:19]1[CH:20]=[CH:21][CH:22]=[C:17]([CH2:6][N:8]2[CH2:9][CH2:10][NH:11][CH2:12][CH2:13]2)[CH:18]=1. Reactant: C(O[C:6]([N:8]1[CH2:13][CH2:12][NH:11][CH2:10][CH2:9]1)=O)(C)(C)C.Cl.ClC[C:17]1[CH:18]=[N:19][CH:20]=[CH:21][CH:22]=1.C(=O)([O-])[O-].[Cs+].[Cs+].C(O)(C(F)(F)F)=O. The catalyst class is: 3. (9) Reactant: O[Li].O.C[O:5][C:6](=[O:26])[C:7]1[CH:12]=[CH:11][C:10]([CH:13]([C:15]2[NH:19][C:18]3[CH:20]=[CH:21][C:22]([O:24][CH3:25])=[CH:23][C:17]=3[N:16]=2)[SH:14])=[CH:9][CH:8]=1.Cl. Product: [CH3:25][O:24][C:22]1[CH:21]=[CH:20][C:18]2[NH:19][C:15]([CH:13]([SH:14])[C:10]3[CH:11]=[CH:12][C:7]([C:6]([OH:26])=[O:5])=[CH:8][CH:9]=3)=[N:16][C:17]=2[CH:23]=1. The catalyst class is: 90. (10) Reactant: [C:1]([N:4]1[C:12]2[C:7](=[CH:8][CH:9]=[CH:10][CH:11]=2)[CH2:6][C:5]1=[O:13])(=[O:3])[CH3:2].[N+:14]([O-])([O-:16])=[O:15].[NH4+]. Product: [C:1]([N:4]1[C:12]2[C:7](=[CH:8][C:9]([N+:14]([O-:16])=[O:15])=[CH:10][CH:11]=2)[CH2:6][C:5]1=[O:13])(=[O:3])[CH3:2]. The catalyst class is: 65.